Predict the reaction yield, written as a fraction of the theoretical maximum amount of product (1.0 means a 100% yield; for example, 0.34 means a 34% yield). From a dataset of Reaction yield outcomes from USPTO patents with 853,638 reactions. (1) The reactants are N[C:2]1[N:6]([C:7]2[CH:16]=[C:15]3[C:10]([CH2:11][CH2:12][N:13]([C:17]([O:19][C:20]([CH3:23])([CH3:22])[CH3:21])=[O:18])[CH2:14]3)=[CH:9][CH:8]=2)[N:5]=[C:4]([C:24]([CH3:27])([CH3:26])[CH3:25])[CH:3]=1.[C:28](Cl)([O:30][CH2:31][C:32]([Cl:35])([Cl:34])[Cl:33])=[O:29].C([O-])(O)=O.[Na+]. The catalyst is CCOC(C)=O. The product is [C:24]([C:4]1[CH:3]=[C:2]([C:28]([O:30][CH2:31][C:32]([Cl:35])([Cl:34])[Cl:33])=[O:29])[N:6]([C:7]2[CH:16]=[C:15]3[C:10]([CH2:11][CH2:12][N:13]([C:17]([O:19][C:20]([CH3:21])([CH3:23])[CH3:22])=[O:18])[CH2:14]3)=[CH:9][CH:8]=2)[N:5]=1)([CH3:26])([CH3:27])[CH3:25]. The yield is 0.940. (2) The reactants are Cl.Cl[CH2:3][C:4]1[C:9]([CH3:10])=[C:8]([O:11][CH3:12])[C:7]([CH3:13])=[CH:6][N:5]=1.[CH3:14][O:15][C:16](=[O:42])[CH2:17][O:18][C:19]1[CH:24]=[C:23]([CH3:25])[C:22]([S:26]([C:29]2[C:37]3[NH:36][C:35]([SH:38])=[N:34][C:33]=3[CH:32]=[CH:31][C:30]=2[O:39][CH3:40])(=[O:28])=[O:27])=[C:21]([CH3:41])[CH:20]=1.C(=O)([O-])[O-].[K+].[K+].Cl. The catalyst is CN(C)C=O. The product is [CH3:14][O:15][C:16](=[O:42])[CH2:17][O:18][C:19]1[CH:20]=[C:21]([CH3:41])[C:22]([S:26]([C:29]2[C:37]3[NH:36][C:35]([S:38][CH2:3][C:4]4[C:9]([CH3:10])=[C:8]([O:11][CH3:12])[C:7]([CH3:13])=[CH:6][N:5]=4)=[N:34][C:33]=3[CH:32]=[CH:31][C:30]=2[O:39][CH3:40])(=[O:28])=[O:27])=[C:23]([CH3:25])[CH:24]=1. The yield is 0.800. (3) The catalyst is C1COCC1.C(O)(=O)CC(CC(O)=O)(C(O)=O)O. The product is [NH2:14][C:15]1[CH:16]=[C:17]([C:21]([C:23]2[C:31]3[CH:30]=[N:29][C:28]([NH:32][CH2:33][C:34]4[CH:39]=[CH:38][C:37]([O:40][CH3:41])=[CH:36][CH:35]=4)=[N:27][C:26]=3[N:25]([C:42]34[CH2:45][CH:44]([CH2:43]3)[CH2:46]4)[CH:24]=2)=[O:22])[CH:18]=[N:19][CH:20]=1. The reactants are C(=[N:14][C:15]1[CH:16]=[C:17]([C:21]([C:23]2[C:31]3[CH:30]=[N:29][C:28]([NH:32][CH2:33][C:34]4[CH:39]=[CH:38][C:37]([O:40][CH3:41])=[CH:36][CH:35]=4)=[N:27][C:26]=3[N:25]([C:42]34[CH2:46][CH:44]([CH2:45]3)[CH2:43]4)[CH:24]=2)=[O:22])[CH:18]=[N:19][CH:20]=1)(C1C=CC=CC=1)C1C=CC=CC=1. The yield is 0.920. (4) The reactants are C(OC([NH:11][C:12]1[C:21]2[C:16](=[CH:17][CH:18]=[CH:19][CH:20]=2)[C:15]([CH2:22][CH2:23][OH:24])=[C:14]([NH:25][C:26]([C:28]2[NH:29][C:30]3[C:35]([CH:36]=2)=[CH:34][C:33]([O:37][CH3:38])=[C:32]([O:39][CH3:40])[C:31]=3[O:41][CH3:42])=[O:27])[CH:13]=1)=O)C1C=CC=CC=1. The catalyst is C1COCC1.[Pd]. The product is [NH2:11][C:12]1[C:21]2[C:16](=[CH:17][CH:18]=[CH:19][CH:20]=2)[C:15]([CH2:22][CH2:23][OH:24])=[C:14]([NH:25][C:26]([C:28]2[NH:29][C:30]3[C:35]([CH:36]=2)=[CH:34][C:33]([O:37][CH3:38])=[C:32]([O:39][CH3:40])[C:31]=3[O:41][CH3:42])=[O:27])[CH:13]=1. The yield is 0.760. (5) The reactants are CCN(CC)CC.[NH2:8][CH2:9][C:10]([N:12]1[CH2:17][CH2:16][N:15]([C:18](=[O:29])[C:19]2[CH:24]=[CH:23][CH:22]=[CH:21][C:20]=2[C:25]([F:28])([F:27])[F:26])[CH2:14][CH2:13]1)=[O:11].[C:30]1([C:40]2[CH:45]=[CH:44][CH:43]=[CH:42][CH:41]=2)[CH:35]=[CH:34][C:33]([S:36](Cl)(=[O:38])=[O:37])=[CH:32][CH:31]=1. The catalyst is C(Cl)Cl.O. The product is [O:11]=[C:10]([N:12]1[CH2:13][CH2:14][N:15]([C:18](=[O:29])[C:19]2[CH:24]=[CH:23][CH:22]=[CH:21][C:20]=2[C:25]([F:28])([F:26])[F:27])[CH2:16][CH2:17]1)[CH2:9][NH:8][S:36]([C:33]1[CH:32]=[CH:31][C:30]([C:40]2[CH:45]=[CH:44][CH:43]=[CH:42][CH:41]=2)=[CH:35][CH:34]=1)(=[O:38])=[O:37]. The yield is 0.334. (6) The reactants are [CH3:1][N:2]1[CH2:7][CH2:6][CH:5]([CH2:8][CH2:9][CH2:10][CH2:11][O:12][C:13]2[CH:14]=[C:15]([CH:18]=[CH:19][N:20]=2)[C:16]#[N:17])[CH2:4][CH2:3]1.C[N:22]1[CH2:27][CH2:26][CH:25]([CH2:28][CH2:29][CH2:30][CH2:31]O)CC1.[H-].[Na+].Cl[C:36]1C=C(C=CN=1)C#N.C([O-])(O)=O.[Na+]. The catalyst is CN(C=O)C.O. The product is [CH3:31][C:30]1[C:27]2[N:22]=[C:16]([C:15]3[CH:18]=[CH:19][N:20]=[C:13]([O:12][CH2:11][CH2:10][CH2:9][CH2:8][CH:5]4[CH2:6][CH2:7][N:2]([CH3:1])[CH2:3][CH2:4]4)[CH:14]=3)[NH:17][C:26]=2[CH:25]=[C:28]([CH3:36])[CH:29]=1. The yield is 0.280. (7) The reactants are C([NH:4]/[N:5]=[CH:6]/[C:7]1[N:17]=[CH:16][CH:15]=[C:14]([Cl:18])[C:8]=1[C:9](OCC)=[O:10])(=O)C.[OH-].[Na+]. The catalyst is O1CCOCC1. The yield is 0.730. The product is [Cl:18][C:14]1[C:8]2[C:9](=[O:10])[NH:4][N:5]=[CH:6][C:7]=2[N:17]=[CH:16][CH:15]=1. (8) The reactants are [F:1][C:2]1[CH:19]=[CH:18][C:5]([O:6][C:7]2[N:12]=[CH:11][C:10]([CH2:13][C:14](Cl)=[N:15][OH:16])=[CH:9][CH:8]=2)=[CH:4][CH:3]=1.O1CCCC1.[C:25]([C:27]1[C:28]([NH2:33])=[N:29][CH:30]=[CH:31][CH:32]=1)#[CH:26].C(N(CC)CC)C. The catalyst is O. The product is [F:1][C:2]1[CH:19]=[CH:18][C:5]([O:6][C:7]2[N:12]=[CH:11][C:10]([CH2:13][C:14]3[CH:26]=[C:25]([C:27]4[C:28]([NH2:33])=[N:29][CH:30]=[CH:31][CH:32]=4)[O:16][N:15]=3)=[CH:9][CH:8]=2)=[CH:4][CH:3]=1. The yield is 0.320. (9) The reactants are Br[C:2]1[CH:3]=[C:4]([NH:13][CH:14]2[CH2:19][CH2:18][O:17][CH2:16][CH2:15]2)[C:5]([CH3:12])=[C:6]([CH:11]=1)[C:7]([O:9][CH3:10])=[O:8].CC1(C)C(C)(C)OB([C:28]2[CH:40]=[CH:39][C:31]([CH2:32][N:33]3[CH2:38][CH2:37][O:36][CH2:35][CH2:34]3)=[CH:30][CH:29]=2)O1.C([O-])([O-])=O.[Na+].[Na+]. The catalyst is O1CCOCC1.O.C1C=CC([P]([Pd]([P](C2C=CC=CC=2)(C2C=CC=CC=2)C2C=CC=CC=2)([P](C2C=CC=CC=2)(C2C=CC=CC=2)C2C=CC=CC=2)[P](C2C=CC=CC=2)(C2C=CC=CC=2)C2C=CC=CC=2)(C2C=CC=CC=2)C2C=CC=CC=2)=CC=1. The product is [CH3:12][C:5]1[C:4]([NH:13][CH:14]2[CH2:19][CH2:18][O:17][CH2:16][CH2:15]2)=[CH:3][C:2]([C:28]2[CH:29]=[CH:30][C:31]([CH2:32][N:33]3[CH2:38][CH2:37][O:36][CH2:35][CH2:34]3)=[CH:39][CH:40]=2)=[CH:11][C:6]=1[C:7]([O:9][CH3:10])=[O:8]. The yield is 0.770.